Dataset: Full USPTO retrosynthesis dataset with 1.9M reactions from patents (1976-2016). Task: Predict the reactants needed to synthesize the given product. (1) Given the product [CH3:12][C:7]1[CH:6]=[C:5]([C:3]2[N:21]=[C:17]3[CH:16]=[C:15]([CH2:13][CH3:14])[CH:20]=[CH:19][N:18]3[CH:2]=2)[CH:10]=[CH:9][C:8]=1[CH3:11], predict the reactants needed to synthesize it. The reactants are: Br[CH2:2][C:3]([C:5]1[CH:10]=[CH:9][C:8]([CH3:11])=[C:7]([CH3:12])[CH:6]=1)=O.[CH2:13]([C:15]1[CH:20]=[CH:19][N:18]=[C:17]([NH2:21])[CH:16]=1)[CH3:14]. (2) Given the product [C:32]([O:31][C:29]([N:11]1[CH2:16][CH2:15][CH:14]([C:17](=[N:19][OH:20])[CH3:18])[CH2:13][CH2:12]1)=[O:30])([CH3:33])([CH3:34])[CH3:35], predict the reactants needed to synthesize it. The reactants are: C(OC([N:11]1[CH2:16][CH2:15][CH:14]([C:17](=[N:19][OH:20])[CH3:18])[CH2:13][CH2:12]1)=O)C1C=CC=CC=1.[C:32]([O:31][C:29](O[C:29]([O:31][C:32]([CH3:35])([CH3:34])[CH3:33])=[O:30])=[O:30])([CH3:35])([CH3:34])[CH3:33].[H][H]. (3) Given the product [CH2:1]([C:3]1[CH:8]=[CH:7][C:6]([C:9](=[O:11])/[CH:10]=[CH:14]/[C:15]([CH3:18])([CH3:17])[CH3:16])=[CH:5][CH:4]=1)[CH3:2], predict the reactants needed to synthesize it. The reactants are: [CH2:1]([C:3]1[CH:8]=[CH:7][C:6]([C:9](=[O:11])[CH3:10])=[CH:5][CH:4]=1)[CH3:2].[OH-].[Na+].[CH:14](=O)[C:15]([CH3:18])([CH3:17])[CH3:16]. (4) Given the product [Cl:1][C:2]1[CH:7]=[CH:6][CH:5]=[C:4]([F:8])[C:3]=1[NH:9][C:10]1[NH:11][C:12]2[C:18]3[CH2:19][C:20]([CH3:23])([CH3:22])[O:21][C:17]=3[C:16]([C:24]([NH:34][C:33]3[CH:35]=[CH:36][C:37]([C:39]([F:40])([F:41])[F:42])=[CH:38][C:32]=3[F:31])=[O:26])=[CH:15][C:13]=2[N:14]=1, predict the reactants needed to synthesize it. The reactants are: [Cl:1][C:2]1[CH:7]=[CH:6][CH:5]=[C:4]([F:8])[C:3]=1[NH:9][C:10]1[NH:11][C:12]2[C:18]3[CH2:19][C:20]([CH3:23])([CH3:22])[O:21][C:17]=3[C:16]([C:24]([OH:26])=O)=[CH:15][C:13]=2[N:14]=1.S(Cl)(Cl)=O.[F:31][C:32]1[CH:38]=[C:37]([C:39]([F:42])([F:41])[F:40])[CH:36]=[CH:35][C:33]=1[NH2:34].CCN(C(C)C)C(C)C. (5) Given the product [Cl:1][C:2]1[CH:10]=[CH:9][CH:8]=[C:7]2[C:3]=1[C:4]1([C:25]3=[CH:26][C:27]4[O:31][CH2:30][O:29][C:28]=4[CH:32]=[C:24]3[O:23][CH2:22]1)[C:5](=[O:21])[N:6]2[CH2:11][C:12]1[N:13]=[C:16]([CH:18]2[CH2:19][CH2:20]2)[O:15][N:14]=1, predict the reactants needed to synthesize it. The reactants are: [Cl:1][C:2]1[CH:10]=[CH:9][CH:8]=[C:7]2[C:3]=1[C:4]1([C:25]3=[CH:26][C:27]4[O:31][CH2:30][O:29][C:28]=4[CH:32]=[C:24]3[O:23][CH2:22]1)[C:5](=[O:21])[N:6]2[CH2:11][C:12](=[N:14][O:15][C:16]([CH:18]1[CH2:20][CH2:19]1)=O)[NH2:13]. (6) Given the product [CH2:7]([N:14]1[CH2:19][CH2:18][C:17]([CH2:20][OH:21])([CH3:25])[CH2:16][CH2:15]1)[C:8]1[CH:13]=[CH:12][CH:11]=[CH:10][CH:9]=1, predict the reactants needed to synthesize it. The reactants are: [H-].[Al+3].[Li+].[H-].[H-].[H-].[CH2:7]([N:14]1[CH2:19][CH2:18][C:17]([CH3:25])([C:20](OCC)=[O:21])[CH2:16][CH2:15]1)[C:8]1[CH:13]=[CH:12][CH:11]=[CH:10][CH:9]=1. (7) Given the product [C:1]([C:4]1[N:9]=[C:8]([C:10]2[CH:15]=[CH:14][C:13]([C:27]3[C:26]([F:36])=[CH:25][C:24]([CH2:37][C:38]([O:40][CH3:41])=[O:39])=[CH:23][C:22]=3[F:21])=[CH:12][CH:11]=2)[C:7]([CH3:19])=[N:6][C:5]=1[CH3:20])(=[O:3])[NH2:2], predict the reactants needed to synthesize it. The reactants are: [C:1]([C:4]1[N:9]=[C:8]([C:10]2[CH:15]=[CH:14][C:13](B(O)O)=[CH:12][CH:11]=2)[C:7]([CH3:19])=[N:6][C:5]=1[CH3:20])(=[O:3])[NH2:2].[F:21][C:22]1[CH:23]=[C:24]([CH2:37][C:38]([O:40][CH3:41])=[O:39])[CH:25]=[C:26]([F:36])[C:27]=1OS(C(F)(F)F)(=O)=O.P([O-])([O-])([O-])=O.[K+].[K+].[K+]. (8) Given the product [CH3:1][S:2]([O:40][CH2:39][C:26]1[C:27]2[C:32](=[CH:31][C:30]([C:35]([F:37])([F:36])[F:38])=[CH:29][CH:28]=2)[CH:33]=[CH:34][C:25]=1[O:24][CH3:23])(=[O:4])=[O:3], predict the reactants needed to synthesize it. The reactants are: [CH3:1][S:2](OCC1C2C(=CC=CC=2)N=CC=1C#C[Si](C)(C)C)(=[O:4])=[O:3].[CH3:23][O:24][C:25]1[CH:34]=[CH:33][C:32]2[C:27](=[CH:28][CH:29]=[C:30]([C:35]([F:38])([F:37])[F:36])[CH:31]=2)[C:26]=1[CH2:39][OH:40]. (9) Given the product [Br:1][C:2]1[C:3]2[N:4]([C:9]([C:12]([NH:48][C:45]3[CH:46]=[CH:47][N:42]=[CH:43][CH:44]=3)=[O:14])=[CH:10][N:11]=2)[N:5]=[C:6]([Cl:8])[CH:7]=1, predict the reactants needed to synthesize it. The reactants are: [Br:1][C:2]1[C:3]2[N:4]([C:9]([C:12]([OH:14])=O)=[CH:10][N:11]=2)[N:5]=[C:6]([Cl:8])[CH:7]=1.ClC1C=C(Cl)C2N(C(C(O)=O)=CN=2)N=1.C(Cl)(=O)C(Cl)=O.C(N(CC)CC)C.[N:42]1[CH:47]=[CH:46][C:45]([NH2:48])=[CH:44][CH:43]=1.ClC1C=C(Cl)C2N(C(C(NC3C=CN=CC=3)=O)=CN=2)N=1.